This data is from Forward reaction prediction with 1.9M reactions from USPTO patents (1976-2016). The task is: Predict the product of the given reaction. (1) The product is: [CH3:1][C:2]1[CH:9]=[CH:8][C:5]([C:6]#[N:7])=[CH:4][N+:3]=1[O-:15]. Given the reactants [CH3:1][C:2]1[CH:9]=[CH:8][C:5]([C:6]#[N:7])=[CH:4][N:3]=1.ClC1C=C(C=CC=1)C(OO)=[O:15].S([O-])([O-])=O.[Na+].[Na+], predict the reaction product. (2) Given the reactants [F:1][C:2]1[C:7]([N+:8]([O-:10])=[O:9])=[CH:6][C:5]([CH2:11][C:12]([OH:14])=[O:13])=[C:4]([CH3:15])[CH:3]=1.OS(O)(=O)=O.[CH3:21][CH2:22]O, predict the reaction product. The product is: [F:1][C:2]1[C:7]([N+:8]([O-:10])=[O:9])=[CH:6][C:5]([CH2:11][C:12]([O:14][CH2:21][CH3:22])=[O:13])=[C:4]([CH3:15])[CH:3]=1. (3) The product is: [CH2:1]([O:3][C@@H:4]([CH2:8][C:9]1[CH:14]=[CH:13][C:12]([O:15][CH2:16][C:17]([N:19]([CH2:28][CH2:29][CH2:30][CH2:31][CH2:32][CH3:33])[CH2:20][CH2:21][C:22]2[CH:23]=[CH:24][CH:25]=[CH:26][CH:27]=2)=[O:18])=[CH:11][CH:10]=1)[C:5]([OH:7])=[O:6])[CH3:2].[OH:44][C@H:35]1[CH2:34][C:42]2[C:37](=[CH:38][CH:39]=[CH:40][CH:41]=2)[C@H:36]1[NH2:43]. Given the reactants [CH2:1]([O:3][C@@H:4]([CH2:8][C:9]1[CH:14]=[CH:13][C:12]([O:15][CH2:16][C:17]([N:19]([CH2:28][CH2:29][CH2:30][CH2:31][CH2:32][CH3:33])[CH2:20][CH2:21][C:22]2[CH:27]=[CH:26][CH:25]=[CH:24][CH:23]=2)=[O:18])=[CH:11][CH:10]=1)[C:5]([OH:7])=[O:6])[CH3:2].[CH2:34]1[C:42]2[C:37](=[CH:38][CH:39]=[CH:40][CH:41]=2)[C@@H:36]([NH2:43])[C@H:35]1[OH:44], predict the reaction product.